Predict the reaction yield, written as a fraction of the theoretical maximum amount of product (1.0 means a 100% yield; for example, 0.34 means a 34% yield). From a dataset of Reaction yield outcomes from USPTO patents with 853,638 reactions. (1) The reactants are C[O:2][C:3]([C:5]1[S:6][C:7]([C:29]2[CH:34]=[CH:33][CH:32]=[CH:31][CH:30]=2)=[CH:8][C:9]=1[N:10]([CH:20]1[CH2:25][CH2:24][N:23]([C:26](=[O:28])[CH3:27])[CH2:22][CH2:21]1)[C:11]([CH:13]1[CH2:18][CH2:17][CH:16]([CH3:19])[CH2:15][CH2:14]1)=[O:12])=[O:4].O.[Li+].[OH-]. The catalyst is O1CCOCC1. The product is [C:26]([N:23]1[CH2:22][CH2:21][CH:20]([N:10]([C:11]([CH:13]2[CH2:14][CH2:15][CH:16]([CH3:19])[CH2:17][CH2:18]2)=[O:12])[C:9]2[CH:8]=[C:7]([C:29]3[CH:30]=[CH:31][CH:32]=[CH:33][CH:34]=3)[S:6][C:5]=2[C:3]([OH:4])=[O:2])[CH2:25][CH2:24]1)(=[O:28])[CH3:27]. The yield is 0.560. (2) The reactants are Cl.[C:2]1([C:8]2[CH:9]=[C:10]3[C:14](=[C:15]([C:17]([NH2:19])=[O:18])[CH:16]=2)[NH:13][N:12]=[C:11]3[CH:20]2[CH2:25][CH2:24][NH:23][CH2:22][CH2:21]2)[CH:7]=[CH:6][CH:5]=[CH:4][CH:3]=1.[Cl:26][CH2:27][CH2:28][CH2:29][S:30](Cl)(=[O:32])=[O:31].C(N(C(C)C)CC)(C)C. The catalyst is CN(C1C=CN=CC=1)C.ClCCl. The product is [Cl:26][CH2:27][CH2:28][CH2:29][S:30]([N:23]1[CH2:24][CH2:25][CH:20]([C:11]2[C:10]3[C:14](=[C:15]([C:17]([NH2:19])=[O:18])[CH:16]=[C:8]([C:2]4[CH:3]=[CH:4][CH:5]=[CH:6][CH:7]=4)[CH:9]=3)[NH:13][N:12]=2)[CH2:21][CH2:22]1)(=[O:32])=[O:31]. The yield is 0.770. (3) The reactants are [CH3:1][CH:2]([N:4]1[C:12](/[CH:13]=[CH:14]/[C@H:15]([OH:24])[CH2:16][C@H:17]([OH:23])[CH2:18][C:19]([O:21]C)=[O:20])=[C:11]([C:25]2[CH:30]=[CH:29][C:28]([F:31])=[CH:27][CH:26]=2)[C:10]2[C:5]1=[CH:6][CH:7]=[CH:8][CH:9]=2)[CH3:3].[OH-].[Na+:33].CC(OC)(C)C. The catalyst is O.C(O)C. The product is [CH3:3][CH:2]([N:4]1[C:12](/[CH:13]=[CH:14]/[CH:15]([OH:24])[CH2:16][CH:17]([OH:23])[CH2:18][C:19]([O-:21])=[O:20])=[C:11]([C:25]2[CH:26]=[CH:27][C:28]([F:31])=[CH:29][CH:30]=2)[C:10]2[CH:9]=[CH:8][CH:7]=[CH:6][C:5]1=2)[CH3:1].[Na+:33]. The yield is 0.723.